Dataset: Reaction yield outcomes from USPTO patents with 853,638 reactions. Task: Predict the reaction yield, written as a fraction of the theoretical maximum amount of product (1.0 means a 100% yield; for example, 0.34 means a 34% yield). (1) The reactants are [CH:1]([C:3]1[CH:4]=[C:5]([CH:10]=[CH:11][CH:12]=1)[C:6]([O:8][CH3:9])=[O:7])=[O:2].[CH2:13]([Mg]Br)[CH2:14][CH2:15][CH2:16][CH2:17][CH2:18][CH3:19]. The catalyst is O1CCCC1. The product is [OH:2][CH:1]([C:3]1[CH:4]=[C:5]([CH:10]=[CH:11][CH:12]=1)[C:6]([O:8][CH3:9])=[O:7])[CH2:13][CH2:14][CH2:15][CH2:16][CH2:17][CH2:18][CH3:19]. The yield is 0.690. (2) The reactants are O([C:8]([NH:10][C:11]1[CH:20]=[CH:19][CH:18]=[C:17]2[C:12]=1[CH2:13][CH2:14][CH2:15][CH:16]2[C:21]1[N:22]=[CH:23][N:24](C(OC(C)(C)C)=O)[CH:25]=1)=[O:9])C1C=CC=CC=1.[NH:33]1[CH2:38][CH2:37][CH2:36][CH2:35][CH2:34]1. No catalyst specified. The product is [NH:24]1[CH:25]=[C:21]([CH:16]2[CH2:15][CH2:14][CH2:13][C:12]3[C:11]([NH:10][C:8]([N:33]4[CH2:38][CH2:37][CH2:36][CH2:35][CH2:34]4)=[O:9])=[CH:20][CH:19]=[CH:18][C:17]2=3)[N:22]=[CH:23]1. The yield is 0.410. (3) The reactants are [F:1][C:2]([F:29])([F:28])[C:3]1[CH:4]=[C:5]([CH:25]=[CH:26][CH:27]=1)[CH2:6][C:7]1[S:8][C:9]2[CH:15]=[CH:14][CH:13]=[C:12]([C:16]3[CH:17]=[C:18]([CH:22]=[CH:23][CH:24]=3)[C:19]([OH:21])=O)[C:10]=2[CH:11]=1.[NH2:30][CH2:31][CH2:32][OH:33].C[N+]1(C2N=C(OC)N=C(OC)N=2)CCOCC1.[Cl-].CO. The catalyst is C(=O)(O)[O-].[Na+]. The product is [OH:33][CH2:32][CH2:31][NH:30][C:19](=[O:21])[C:18]1[CH:22]=[CH:23][CH:24]=[C:16]([C:12]2[C:10]3[CH:11]=[C:7]([CH2:6][C:5]4[CH:25]=[CH:26][CH:27]=[C:3]([C:2]([F:28])([F:1])[F:29])[CH:4]=4)[S:8][C:9]=3[CH:15]=[CH:14][CH:13]=2)[CH:17]=1. The yield is 0.850. (4) The reactants are [C:1]([C:5]1[CH:28]=[CH:27][C:8]([C:9]([NH:11][C@H:12]([C:23]([O:25][CH3:26])=[O:24])[CH2:13][C:14]2[CH:22]=[CH:21][C:17]([C:18](O)=[O:19])=[CH:16][CH:15]=2)=[O:10])=[CH:7][CH:6]=1)([CH3:4])([CH3:3])[CH3:2].CN1CCOCC1.C(Cl)(=O)OCC(C)C.[CH2:44]([O:51][C:52]1[CH:61]=[CH:60][C:55]([C:56]([NH:58][NH2:59])=[O:57])=[CH:54][CH:53]=1)[CH2:45][CH2:46][CH2:47][CH2:48][CH2:49][CH3:50]. The catalyst is C1COCC1. The product is [C:1]([C:5]1[CH:6]=[CH:7][C:8]([C:9]([NH:11][C@@H:12]([CH2:13][C:14]2[CH:15]=[CH:16][C:17]([C:18]([NH:59][NH:58][C:56](=[O:57])[C:55]3[CH:60]=[CH:61][C:52]([O:51][CH2:44][CH2:45][CH2:46][CH2:47][CH2:48][CH2:49][CH3:50])=[CH:53][CH:54]=3)=[O:19])=[CH:21][CH:22]=2)[C:23]([O:25][CH3:26])=[O:24])=[O:10])=[CH:27][CH:28]=1)([CH3:4])([CH3:3])[CH3:2]. The yield is 0.710. (5) The reactants are [Cl-].[Al+3].[Cl-].[Cl-].[Cl:5][S:6]([C:9]1[CH:10]=[C:11]([CH:15]=[CH:16][CH:17]=1)[C:12](Cl)=[O:13])(=[O:8])=[O:7].[C:18]1([O:24][CH3:25])[CH:23]=[CH:22][CH:21]=[CH:20][CH:19]=1. The catalyst is ClCCl. The product is [CH3:25][O:24][C:18]1[CH:23]=[CH:22][C:21]([C:12]([C:11]2[CH:10]=[C:9]([S:6]([Cl:5])(=[O:8])=[O:7])[CH:17]=[CH:16][CH:15]=2)=[O:13])=[CH:20][CH:19]=1. The yield is 0.410. (6) The catalyst is C1C=CC([P]([Pd]([P](C2C=CC=CC=2)(C2C=CC=CC=2)C2C=CC=CC=2)([P](C2C=CC=CC=2)(C2C=CC=CC=2)C2C=CC=CC=2)[P](C2C=CC=CC=2)(C2C=CC=CC=2)C2C=CC=CC=2)(C2C=CC=CC=2)C2C=CC=CC=2)=CC=1.O. The product is [CH:25]1([S:28]([N:31]2[CH:35]=[C:34]([C:2]3[N:7]=[C:6]([NH:8][C:9]4[N:14]=[CH:13][C:12]5[N:15]=[C:16]([CH3:24])[N:17]([CH:18]([CH3:23])[C:19]([F:22])([F:21])[F:20])[C:11]=5[CH:10]=4)[CH:5]=[CH:4][N:3]=3)[CH:33]=[N:32]2)(=[O:29])=[O:30])[CH2:27][CH2:26]1. The yield is 0.240. The reactants are Cl[C:2]1[N:7]=[C:6]([NH:8][C:9]2[N:14]=[CH:13][C:12]3[N:15]=[C:16]([CH3:24])[N:17]([CH:18]([CH3:23])[C:19]([F:22])([F:21])[F:20])[C:11]=3[CH:10]=2)[CH:5]=[CH:4][N:3]=1.[CH:25]1([S:28]([N:31]2[CH:35]=[C:34](B3OC(C)(C)C(C)(C)O3)[CH:33]=[N:32]2)(=[O:30])=[O:29])[CH2:27][CH2:26]1.C(=O)([O-])[O-].[Na+].[Na+].O1CCOCC1. (7) The reactants are [CH:1]1([C:7]2[C:8]3[CH:9]=[CH:10][C:11]([C:29]([O:31][CH3:32])=[O:30])=[CH:12][C:13]=3[N:14]3[CH2:20][C:19]([C:21]([O:23]C)=[O:22])=[CH:18][C:17]4[CH:25]=[CH:26][CH:27]=[CH:28][C:16]=4[C:15]=23)[CH2:6][CH2:5][CH2:4][CH2:3][CH2:2]1.[Li+].[OH-]. The catalyst is CN(C)C=O. The product is [CH:1]1([C:7]2[C:8]3[CH:9]=[CH:10][C:11]([C:29]([O:31][CH3:32])=[O:30])=[CH:12][C:13]=3[N:14]3[CH:20]=[C:19]([C:21]([OH:23])=[O:22])[CH2:18][C:17]4[CH:25]=[CH:26][CH:27]=[CH:28][C:16]=4[C:15]=23)[CH2:2][CH2:3][CH2:4][CH2:5][CH2:6]1. The yield is 0.970.